Dataset: Forward reaction prediction with 1.9M reactions from USPTO patents (1976-2016). Task: Predict the product of the given reaction. Given the reactants Cl.Cl.Cl.[O:4]1[C:8]2=[C:9]([N:13]3[CH2:18][CH2:17][N:16]([CH2:19][CH2:20][C@H:21]4[CH2:26][CH2:25][C@H:24]([NH2:27])[CH2:23][CH2:22]4)[CH2:15][CH2:14]3)[N:10]=[CH:11][CH:12]=[C:7]2[CH2:6][CH2:5]1.[CH3:28][O:29][CH2:30][C:31](O)=[O:32], predict the reaction product. The product is: [O:4]1[C:8]2=[C:9]([N:13]3[CH2:18][CH2:17][N:16]([CH2:19][CH2:20][C@H:21]4[CH2:26][CH2:25][C@H:24]([NH:27][C:31](=[O:32])[CH2:30][O:29][CH3:28])[CH2:23][CH2:22]4)[CH2:15][CH2:14]3)[N:10]=[CH:11][CH:12]=[C:7]2[CH2:6][CH2:5]1.